Dataset: Reaction yield outcomes from USPTO patents with 853,638 reactions. Task: Predict the reaction yield, written as a fraction of the theoretical maximum amount of product (1.0 means a 100% yield; for example, 0.34 means a 34% yield). (1) The reactants are C1C(=O)N(Cl)C(=O)C1.[CH:9](=[N:16][OH:17])[C:10]1[CH:15]=[CH:14][CH:13]=[CH:12][CH:11]=1.[Br:18][C:19]1[N:20]=[C:21]([C:40]#[CH:41])[C:22]([N:25]([C:33]([O:35][C:36]([CH3:39])([CH3:38])[CH3:37])=[O:34])[C:26](=[O:32])[O:27][C:28]([CH3:31])([CH3:30])[CH3:29])=[N:23][CH:24]=1.CCN(CC)CC. The catalyst is CN(C=O)C. The product is [Br:18][C:19]1[N:20]=[C:21]([C:40]2[O:17][N:16]=[C:9]([C:10]3[CH:15]=[CH:14][CH:13]=[CH:12][CH:11]=3)[CH:41]=2)[C:22]([N:25]([C:33]([O:35][C:36]([CH3:39])([CH3:38])[CH3:37])=[O:34])[C:26](=[O:32])[O:27][C:28]([CH3:30])([CH3:31])[CH3:29])=[N:23][CH:24]=1. The yield is 0.460. (2) The reactants are [C:1](Cl)(Cl)=[S:2].[Br:5][C:6]1[CH:12]=[C:11]([O:13][CH3:14])[CH:10]=[C:9]([Br:15])[C:7]=1[NH2:8]. The catalyst is O1CCCC1.C(=O)([O-])O.[Na+]. The product is [Br:5][C:6]1[CH:12]=[C:11]([O:13][CH3:14])[CH:10]=[C:9]([Br:15])[C:7]=1[N:8]=[C:1]=[S:2]. The yield is 0.980. (3) The reactants are C[O:2][C:3](=[O:37])[C@@H:4]([NH:14][C:15](=[O:36])[C:16]1[CH:21]=[CH:20][C:19]([Br:22])=[CH:18][C:17]=1[NH:23][S:24]([C:27]1[C:32]2=[N:33][S:34][N:35]=[C:31]2[CH:30]=[CH:29][CH:28]=1)(=[O:26])=[O:25])[CH2:5][C:6]1[CH:11]=[CH:10][C:9]([Cl:12])=[C:8]([Cl:13])[CH:7]=1.N1SN=C2C(S(NC3C=C(Br)C=CC=3C(O)=O)(=O)=O)=CC=CC=12.Cl.COC(=O)[C@H](CC1C=CC(Cl)=C(Cl)C=1)N. No catalyst specified. The product is [N:35]1[S:34][N:33]=[C:32]2[C:27]([S:24]([NH:23][C:17]3[CH:18]=[C:19]([Br:22])[CH:20]=[CH:21][C:16]=3[C:15]([NH:14][C@@H:4]([CH2:5][C:6]3[CH:11]=[CH:10][C:9]([Cl:12])=[C:8]([Cl:13])[CH:7]=3)[C:3]([OH:37])=[O:2])=[O:36])(=[O:25])=[O:26])=[CH:28][CH:29]=[CH:30][C:31]=12. The yield is 0.950. (4) The reactants are [CH3:1][C:2]1([O:29][Si:30]([CH:37]([CH3:39])[CH3:38])([CH:34]([CH3:36])[CH3:35])[CH:31]([CH3:33])[CH3:32])[CH2:7][CH2:6][N:5]([C:8]2[N:12]3[CH:13]=[C:14]([O:17][C@H:18]4[C:27]5[C:22](=[CH:23][CH:24]=[CH:25][CH:26]=5)[C@@H:21]([NH2:28])[CH2:20][CH2:19]4)[CH:15]=[CH:16][C:11]3=[N:10][N:9]=2)[CH2:4][CH2:3]1.ClC(Cl)(Cl)C[O:43][C:44](=O)[NH:45][C:46]1[N:47]([C:55]2[CH:60]=[CH:59][C:58]([CH3:61])=[CH:57][CH:56]=2)[N:48]=[C:49]([C:51]([CH3:54])([CH3:53])[CH3:52])[CH:50]=1.CCN(C(C)C)C(C)C. The catalyst is CN(C=O)C.CCOC(C)=O. The product is [C:51]([C:49]1[CH:50]=[C:46]([NH:45][C:44]([NH:28][C@@H:21]2[C:22]3[C:27](=[CH:26][CH:25]=[CH:24][CH:23]=3)[C@H:18]([O:17][C:14]3[CH:15]=[CH:16][C:11]4[N:12]([C:8]([N:5]5[CH2:6][CH2:7][C:2]([CH3:1])([O:29][Si:30]([CH:34]([CH3:36])[CH3:35])([CH:31]([CH3:33])[CH3:32])[CH:37]([CH3:39])[CH3:38])[CH2:3][CH2:4]5)=[N:9][N:10]=4)[CH:13]=3)[CH2:19][CH2:20]2)=[O:43])[N:47]([C:55]2[CH:60]=[CH:59][C:58]([CH3:61])=[CH:57][CH:56]=2)[N:48]=1)([CH3:54])([CH3:52])[CH3:53]. The yield is 0.930. (5) The reactants are [Cl:1][C:2]1[CH:7]=[C:6]([I:8])[C:5]([O:9]COC)=[CH:4][N:3]=1.C(=O)(O)[O-].[Na+]. The catalyst is C1COCC1.Cl. The product is [Cl:1][C:2]1[N:3]=[CH:4][C:5]([OH:9])=[C:6]([I:8])[CH:7]=1. The yield is 0.930. (6) The reactants are Cl[CH2:2][C:3](Cl)=[O:4].[NH2:6][C:7]1[CH:12]=[C:11]([Cl:13])[CH:10]=[C:9]([N+:14]([O-:16])=[O:15])[C:8]=1[OH:17].C(=O)([O-])[O-].[K+].[K+]. The catalyst is C(Cl)(Cl)Cl. The product is [Cl:13][C:11]1[CH:10]=[C:9]([N+:14]([O-:16])=[O:15])[C:8]2[O:17][CH2:2][C:3](=[O:4])[NH:6][C:7]=2[CH:12]=1. The yield is 0.720.